Dataset: Forward reaction prediction with 1.9M reactions from USPTO patents (1976-2016). Task: Predict the product of the given reaction. (1) Given the reactants S(Cl)(Cl)=O.[NH2:5][C:6]1[CH:11]=[CH:10][C:9]([CH2:12][CH2:13][C:14]([OH:16])=[O:15])=[CH:8][CH:7]=1.[CH3:17]O, predict the reaction product. The product is: [NH2:5][C:6]1[CH:7]=[CH:8][C:9]([CH2:12][CH2:13][C:14]([O:16][CH3:17])=[O:15])=[CH:10][CH:11]=1. (2) Given the reactants [C:1]([O:4][C:5]1[C:10]([CH3:11])=[C:9]([CH3:12])[C:8]([OH:13])=[C:7]([C:14](=[O:16])[CH3:15])[C:6]=1[CH2:17][CH3:18])(=[O:3])[CH3:2].[C:19]1(=O)[CH2:22][CH2:21][CH2:20]1.N1CCCC1, predict the reaction product. The product is: [C:1]([O:4][C:5]1[C:6]([CH2:17][CH3:18])=[C:7]2[C:8](=[C:9]([CH3:12])[C:10]=1[CH3:11])[O:13][C:19]1([CH2:22][CH2:21][CH2:20]1)[CH2:15][C:14]2=[O:16])(=[O:3])[CH3:2].